From a dataset of Full USPTO retrosynthesis dataset with 1.9M reactions from patents (1976-2016). Predict the reactants needed to synthesize the given product. (1) Given the product [Cl:1][C:2]1[CH:3]=[C:4]([NH:8][C:9]([N:11]2[CH2:16][CH2:15][C:14]3[NH:17][N:18]=[C:19]([CH:20]4[CH2:24][CH2:23][CH:22]([F:32])[CH2:21]4)[C:13]=3[CH2:12]2)=[O:10])[CH:5]=[CH:6][CH:7]=1, predict the reactants needed to synthesize it. The reactants are: [Cl:1][C:2]1[CH:3]=[C:4]([NH:8][C:9]([N:11]2[CH2:16][CH2:15][C:14]3[NH:17][N:18]=[C:19]([CH:20]4[CH2:24][CH2:23][CH:22](O)[CH2:21]4)[C:13]=3[CH2:12]2)=[O:10])[CH:5]=[CH:6][CH:7]=1.CCN(S(F)(F)[F:32])CC. (2) Given the product [F:1][C:2]1[CH:3]=[C:4]([O:8][C:9]2[CH:10]=[C:11]([CH:14]=[CH:15][CH:16]=2)[CH2:12][NH2:13])[CH:5]=[CH:6][CH:7]=1, predict the reactants needed to synthesize it. The reactants are: [F:1][C:2]1[CH:3]=[C:4]([O:8][C:9]2[CH:10]=[C:11]([CH:14]=[CH:15][CH:16]=2)[C:12]#[N:13])[CH:5]=[CH:6][CH:7]=1.C1COCC1.[H-].[Al+3].[Li+].[H-].[H-].[H-].[OH-].[Na+].